This data is from Forward reaction prediction with 1.9M reactions from USPTO patents (1976-2016). The task is: Predict the product of the given reaction. (1) Given the reactants [CH3:1][C:2]1[N:7]2[N:8]=[C:9](/[CH:11]=[CH:12]/[C:13]3[N:17]([CH3:18])[N:16]=[C:15]([N:19]4[CH2:23][CH2:22][CH2:21][CH2:20]4)[N:14]=3)[N:10]=[C:6]2[C:5]([CH3:24])=[N:4][C:3]=1[CH3:25], predict the reaction product. The product is: [CH3:1][C:2]1[N:7]2[N:8]=[C:9]([CH2:11][CH2:12][C:13]3[N:17]([CH3:18])[N:16]=[C:15]([N:19]4[CH2:23][CH2:22][CH2:21][CH2:20]4)[N:14]=3)[N:10]=[C:6]2[C:5]([CH3:24])=[N:4][C:3]=1[CH3:25]. (2) Given the reactants [C:1]([O:5][C:6]([N:8]1[CH2:14][CH2:13][C:12]2[C:15]([SH:20])=[C:16]([Cl:19])[CH:17]=[CH:18][C:11]=2[CH2:10][CH2:9]1)=[O:7])([CH3:4])([CH3:3])[CH3:2].[CH2:21]([O:28][C:29]1[CH:36]=[CH:35][C:32]([CH2:33]Cl)=[CH:31][CH:30]=1)[C:22]1[CH:27]=[CH:26][CH:25]=[CH:24][CH:23]=1.C(=O)([O-])[O-].[K+].[K+].[I-].[K+], predict the reaction product. The product is: [CH2:21]([O:28][C:29]1[CH:30]=[CH:31][C:32]([CH2:33][S:20][C:15]2[C:12]3[CH2:13][CH2:14][N:8]([C:6]([O:5][C:1]([CH3:4])([CH3:2])[CH3:3])=[O:7])[CH2:9][CH2:10][C:11]=3[CH:18]=[CH:17][C:16]=2[Cl:19])=[CH:35][CH:36]=1)[C:22]1[CH:23]=[CH:24][CH:25]=[CH:26][CH:27]=1. (3) Given the reactants Cl[C:2]1[N:7]=[CH:6][N:5]=[C:4]([C:8]2[CH:9]=[CH:10][C:11]([O:16][CH:17]3[CH2:22][CH2:21][O:20][CH2:19][CH2:18]3)=[C:12]([CH:15]=2)[C:13]#[N:14])[N:3]=1.[NH2:23][C:24]1[CH:25]=[C:26]([CH:30]([OH:35])[C:31]([F:34])([F:33])[F:32])[CH:27]=[CH:28][CH:29]=1.C(N(CC)C(C)C)(C)C, predict the reaction product. The product is: [O:20]1[CH2:21][CH2:22][CH:17]([O:16][C:11]2[CH:10]=[CH:9][C:8]([C:4]3[N:3]=[C:2]([NH:23][C:24]4[CH:29]=[CH:28][CH:27]=[C:26]([CH:30]([OH:35])[C:31]([F:32])([F:33])[F:34])[CH:25]=4)[N:7]=[CH:6][N:5]=3)=[CH:15][C:12]=2[C:13]#[N:14])[CH2:18][CH2:19]1. (4) Given the reactants [Cl:1][C:2]1[N:7]=[C:6](Cl)[C:5]2=[C:9]([C:12]3[CH:17]=[CH:16][CH:15]=[CH:14][CH:13]=3)[CH:10]=[CH:11][N:4]2[N:3]=1.CCN(C(C)C)C(C)C.[N:27]1[CH:32]=[CH:31][CH:30]=[CH:29][C:28]=1[CH2:33][NH2:34], predict the reaction product. The product is: [Cl:1][C:2]1[N:7]=[C:6]([NH:34][CH2:33][C:28]2[CH:29]=[CH:30][CH:31]=[CH:32][N:27]=2)[C:5]2=[C:9]([C:12]3[CH:17]=[CH:16][CH:15]=[CH:14][CH:13]=3)[CH:10]=[CH:11][N:4]2[N:3]=1.